From a dataset of Catalyst prediction with 721,799 reactions and 888 catalyst types from USPTO. Predict which catalyst facilitates the given reaction. (1) Reactant: Br[CH2:2][C:3]([O:5][CH2:6][C:7]1[CH:12]=[CH:11][CH:10]=[CH:9][CH:8]=1)=[O:4].[NH:13]1[CH2:17][CH2:16][CH2:15][CH2:14]1.C(=O)([O-])[O-].[Na+].[Na+]. Product: [CH2:6]([O:5][C:3](=[O:4])[CH2:2][N:13]1[CH2:17][CH2:16][CH2:15][CH2:14]1)[C:7]1[CH:12]=[CH:11][CH:10]=[CH:9][CH:8]=1. The catalyst class is: 7. (2) Reactant: [C:1]([O:5][C:6]([NH:8][C@H:9]1[CH2:13][CH2:12][C@@H:11]([C:14]([OH:16])=O)[CH2:10]1)=[O:7])([CH3:4])([CH3:3])[CH3:2].C1C=CC2N(O)N=[N:23][C:21]=2C=1.C(Cl)CCl.CN. Product: [CH3:21][NH:23][C:14]([C@@H:11]1[CH2:12][CH2:13][C@H:9]([NH:8][C:6](=[O:7])[O:5][C:1]([CH3:4])([CH3:3])[CH3:2])[CH2:10]1)=[O:16]. The catalyst class is: 39. (3) Product: [C:1]([N:8]([CH2:16][C:17]1[CH:26]=[CH:25][C:20]([C:21]([OH:23])=[O:22])=[CH:19][N:18]=1)[CH2:9][C:10]1[CH:15]=[CH:14][CH:13]=[CH:12][N:11]=1)([O:3][C:4]([CH3:7])([CH3:6])[CH3:5])=[O:2]. The catalyst class is: 92. Reactant: [C:1]([N:8]([CH2:16][C:17]1[CH:26]=[CH:25][C:20]([C:21]([O:23]C)=[O:22])=[CH:19][N:18]=1)[CH2:9][C:10]1[CH:15]=[CH:14][CH:13]=[CH:12][N:11]=1)([O:3][C:4]([CH3:7])([CH3:6])[CH3:5])=[O:2].[OH-].[Na+]. (4) Reactant: [Br:1][C:2]1[CH:12]=[CH:11][C:5]([CH:6]=[CH:7][C:8](O)=[O:9])=[CH:4][CH:3]=1.C(N(CC)CC)C.ClC(OCC)=O.[N-:26]=[N+:27]=[N-:28].[Na+]. Product: [Br:1][C:2]1[CH:12]=[CH:11][C:5]([CH:6]=[CH:7][C:8]([N:26]=[N+:27]=[N-:28])=[O:9])=[CH:4][CH:3]=1. The catalyst class is: 95. (5) Reactant: [N+:1]([C:4]1[CH:9]=[CH:8][C:7]([S:10](Cl)(=[O:12])=[O:11])=[CH:6][CH:5]=1)([O-:3])=[O:2].C(N(C(C)C)CC)(C)C.[CH3:23][CH:24]([CH3:28])[CH2:25][CH2:26][NH2:27]. Product: [CH2:26]([NH:27][S:10]([C:7]1[CH:8]=[CH:9][C:4]([N+:1]([O-:3])=[O:2])=[CH:5][CH:6]=1)(=[O:12])=[O:11])[CH2:25][CH:24]([CH3:28])[CH3:23]. The catalyst class is: 503. (6) Reactant: [Cl:1][C:2]1[CH:7]=[CH:6][N:5]=[C:4]2[CH:8]=[C:9]([CH:11]=[O:12])[S:10][C:3]=12.CC1C=CC(S([CH2:23][N+:24]#[C-:25])(=O)=O)=CC=1.C(=O)([O-])[O-].[K+].[K+]. Product: [Cl:1][C:2]1[CH:7]=[CH:6][N:5]=[C:4]2[CH:8]=[C:9]([C:11]3[O:12][CH:25]=[N:24][CH:23]=3)[S:10][C:3]=12. The catalyst class is: 5. (7) Reactant: [CH3:1][O:2][C:3]1[N:8]=[CH:7][C:6]([C:9]2[C:17]3[C:12](=[CH:13][CH:14]=[C:15]([C:18]([F:21])([F:20])[F:19])[CH:16]=3)[NH:11][C:10]=2[C:22]([O:24][CH2:25][CH3:26])=[O:23])=[CH:5][CH:4]=1.[CH3:27][O:28][C:29]1[CH:30]=[C:31]([CH:34]=[CH:35][CH:36]=1)[CH2:32]Br.C([O-])([O-])=O.[K+].[K+]. Product: [CH3:27][O:28][C:29]1[CH:30]=[C:31]([CH:34]=[CH:35][CH:36]=1)[CH2:32][N:11]1[C:12]2[C:17](=[CH:16][C:15]([C:18]([F:21])([F:19])[F:20])=[CH:14][CH:13]=2)[C:9]([C:6]2[CH:7]=[N:8][C:3]([O:2][CH3:1])=[CH:4][CH:5]=2)=[C:10]1[C:22]([O:24][CH2:25][CH3:26])=[O:23]. The catalyst class is: 3. (8) Reactant: [F:8][C:7]([F:10])([F:9])[C:6](O[C:6](=[O:11])[C:7]([F:10])([F:9])[F:8])=[O:11].[CH2:14]([C:17]1([NH2:27])[CH2:26][CH2:25][C:20]2([O:24][CH2:23][CH2:22][O:21]2)[CH2:19][CH2:18]1)[CH:15]=[CH2:16].C(N(CC)CC)C. Product: [CH2:14]([C:17]1([NH:27][C:6](=[O:11])[C:7]([F:8])([F:9])[F:10])[CH2:26][CH2:25][C:20]2([O:21][CH2:22][CH2:23][O:24]2)[CH2:19][CH2:18]1)[CH:15]=[CH2:16]. The catalyst class is: 119. (9) Reactant: [F:1][C:2]([F:40])([F:39])[O:3][C:4]1[CH:9]=[CH:8][C:7]([C:10]2(O)[C:14]3[C:15]([CH3:35])=[C:16]([N:21]4[CH2:26][CH2:25][N:24]([C:27]5[CH:32]=[CH:31][C:30]([O:33][CH3:34])=[CH:29][CH:28]=5)[CH2:23][CH2:22]4)[C:17]([CH3:20])=[C:18]([CH3:19])[C:13]=3[O:12][C:11]2([CH3:37])[CH3:36])=[CH:6][CH:5]=1. The catalyst class is: 8. Product: [F:40][C:2]([F:1])([F:39])[O:3][C:4]1[CH:5]=[CH:6][C:7]([CH:10]2[C:14]3[C:15]([CH3:35])=[C:16]([N:21]4[CH2:22][CH2:23][N:24]([C:27]5[CH:32]=[CH:31][C:30]([O:33][CH3:34])=[CH:29][CH:28]=5)[CH2:25][CH2:26]4)[C:17]([CH3:20])=[C:18]([CH3:19])[C:13]=3[O:12][C:11]2([CH3:36])[CH3:37])=[CH:8][CH:9]=1. (10) The catalyst class is: 102. Product: [Cl:1][C:2]1[CH:3]=[CH:4][C:5]([CH:8]([C:20]2[CH:25]=[CH:24][C:23]([Cl:26])=[CH:22][CH:21]=2)[C:9]2[CH:10]=[C:11]3[C:16](=[CH:17][CH:18]=2)[N:15]=[N:14][CH:13]=[C:12]3[NH:28][CH2:29][CH2:30][C:31]2[CH:40]=[CH:39][C:34]([C:35]([O:37][CH3:38])=[O:36])=[CH:33][CH:32]=2)=[CH:6][CH:7]=1. Reactant: [Cl:1][C:2]1[CH:7]=[CH:6][C:5]([CH:8]([C:20]2[CH:25]=[CH:24][C:23]([Cl:26])=[CH:22][CH:21]=2)[C:9]2[CH:10]=[C:11]3[C:16](=[CH:17][CH:18]=2)[N:15]=[N:14][CH:13]=[C:12]3Cl)=[CH:4][CH:3]=1.Cl.[NH2:28][CH2:29][CH2:30][C:31]1[CH:40]=[CH:39][C:34]([C:35]([O:37][CH3:38])=[O:36])=[CH:33][CH:32]=1.CC1(C)C2C(=C(P(C3C=CC=CC=3)C3C=CC=CC=3)C=CC=2)OC2C(P(C3C=CC=CC=3)C3C=CC=CC=3)=CC=CC1=2.